This data is from Forward reaction prediction with 1.9M reactions from USPTO patents (1976-2016). The task is: Predict the product of the given reaction. (1) Given the reactants [CH:1]([C:4]1[CH:9]=[CH:8][C:7]([OH:10])=[CH:6][C:5]=1[CH3:11])([CH3:3])[CH3:2].Br[CH2:13][C:14]([O:16][CH3:17])=[O:15].C(=O)([O-])[O-].[K+].[K+], predict the reaction product. The product is: [CH:1]([C:4]1[CH:9]=[CH:8][C:7]([O:10][CH2:13][C:14]([O:16][CH3:17])=[O:15])=[CH:6][C:5]=1[CH3:11])([CH3:3])[CH3:2]. (2) Given the reactants [Br:1][C:2]1[C:7]([O:8][CH3:9])=[CH:6][CH:5]=[C:4]([N+:10]([O-])=O)[N:3]=1.O.C([O-])(O)=O.[Na+], predict the reaction product. The product is: [Br:1][C:2]1[N:3]=[C:4]([NH2:10])[CH:5]=[CH:6][C:7]=1[O:8][CH3:9]. (3) Given the reactants C1C=C(Cl)C=C(C(OO)=O)C=1.[CH2:12]([O:19][C:20]1[CH:29]=[C:28]2[C:23]([C:24]3[N:32]4[CH2:33][CH2:34][N:35]([C:37]([O:39][C:40]([CH3:43])([CH3:42])[CH3:41])=[O:38])[CH2:36][C:31]4=[N:30][C:25]=3[CH:26]=[N:27]2)=[CH:22][CH:21]=1)[C:13]1[CH:18]=[CH:17][CH:16]=[CH:15][CH:14]=1.[OH-].[NH4+:45].[Cl-], predict the reaction product. The product is: [NH2:45][C:26]1[C:25]2[N:30]=[C:31]3[CH2:36][N:35]([C:37]([O:39][C:40]([CH3:43])([CH3:42])[CH3:41])=[O:38])[CH2:34][CH2:33][N:32]3[C:24]=2[C:23]2[C:28](=[CH:29][C:20]([O:19][CH2:12][C:13]3[CH:18]=[CH:17][CH:16]=[CH:15][CH:14]=3)=[CH:21][CH:22]=2)[N:27]=1. (4) Given the reactants C[O:2][CH:3](Cl)Cl.[CH2:6]([C:8]1[CH:9]=[C:10]([OH:14])[CH:11]=[CH:12][CH:13]=1)[CH3:7], predict the reaction product. The product is: [CH2:6]([C:8]1[CH:13]=[CH:12][C:11]([CH:10]=[O:14])=[C:3]([OH:2])[CH:9]=1)[CH3:7]. (5) Given the reactants [OH:1][CH2:2][CH2:3][O:4][CH2:5][CH2:6][O:7][CH2:8][CH2:9][O:10][C:11]1[CH:16]=[CH:15][C:14]([N:17]2[C:21]([CH3:23])([CH3:22])[C:20](=[O:24])[N:19]([C:25]3[CH:32]=[CH:31][C:28]([C:29]#[N:30])=[C:27]([C:33]([F:36])([F:35])[F:34])[CH:26]=3)[C:18]2=[S:37])=[CH:13][CH:12]=1.[S:38](Cl)([C:41]1[CH:47]=[CH:46][C:44]([CH3:45])=[CH:43][CH:42]=1)(=[O:40])=[O:39].[I-].[K+], predict the reaction product. The product is: [CH3:45][C:44]1[CH:46]=[CH:47][C:41]([S:38]([O:1][CH2:2][CH2:3][O:4][CH2:5][CH2:6][O:7][CH2:8][CH2:9][O:10][C:11]2[CH:16]=[CH:15][C:14]([N:17]3[C:21]([CH3:22])([CH3:23])[C:20](=[O:24])[N:19]([C:25]4[CH:32]=[CH:31][C:28]([C:29]#[N:30])=[C:27]([C:33]([F:36])([F:34])[F:35])[CH:26]=4)[C:18]3=[S:37])=[CH:13][CH:12]=2)(=[O:40])=[O:39])=[CH:42][CH:43]=1. (6) Given the reactants [CH2:1]([OH:9])[CH:2]([OH:8])[CH2:3][CH2:4][CH2:5][CH2:6][OH:7].[C:10]1(C)[CH:15]=CC(S(O)(=O)=O)=C[CH:11]=1, predict the reaction product. The product is: [CH3:11][C:10]1([CH3:15])[O:8][CH:2]([CH2:3][CH2:4][CH2:5][CH2:6][OH:7])[CH2:1][O:9]1.